This data is from Retrosynthesis with 50K atom-mapped reactions and 10 reaction types from USPTO. The task is: Predict the reactants needed to synthesize the given product. (1) Given the product O=CN(CC12CCCN1CCC2)c1cccc2ccccc12, predict the reactants needed to synthesize it. The reactants are: ClCC12CCCN1CCC2.O=CNc1cccc2ccccc12. (2) Given the product COc1cccc(-c2cccc(Oc3nc(OC)cc(OC)n3)c2C(=O)O)n1, predict the reactants needed to synthesize it. The reactants are: COc1cccc(-c2cccc(Oc3nc(OC)cc(OC)n3)c2C(=O)OCc2ccccc2)n1. (3) Given the product CCOc1ccc(-c2cccc(OC)c2)cc1C(=O)N[C@@H](CCO)Cc1c[nH]c2ccccc12, predict the reactants needed to synthesize it. The reactants are: CCOc1ccc(-c2cccc(OC)c2)cc1C(=O)O.N[C@@H](CCO)Cc1c[nH]c2ccccc12. (4) Given the product CO[Si](CCCN1C(=O)NC(=O)C1(C)C)(OC)OC, predict the reactants needed to synthesize it. The reactants are: CC1(C)NC(=O)NC1=O.CO[Si](CCCCl)(OC)OC. (5) Given the product CCS(=O)(=O)NC(=O)c1cnn2c(Nc3cc(C)ccc3C)c(C(=O)N3CCC4(CC3)COc3ccccc34)cnc12, predict the reactants needed to synthesize it. The reactants are: CCS(N)(=O)=O.Cc1ccc(C)c(Nc2c(C(=O)N3CCC4(CC3)COc3ccccc34)cnc3c(C(=O)O)cnn23)c1. (6) Given the product COC(=O)c1ccc2c(c1)CN(C(=O)OC(C)(C)C)C2, predict the reactants needed to synthesize it. The reactants are: CC(C)(C)OC(=O)OC(=O)OC(C)(C)C.COC(=O)c1ccc2c(c1)CNC2.